Task: Predict which catalyst facilitates the given reaction.. Dataset: Catalyst prediction with 721,799 reactions and 888 catalyst types from USPTO (1) Reactant: [F:1][C:2]1[CH:7]=[CH:6][C:5]([C:8]2[CH:9]=[N:10][N:11]3[CH2:16][CH2:15][N:14](C(OC(C)(C)C)=O)[CH2:13][C:12]=23)=[CH:4][CH:3]=1. Product: [F:1][C:2]1[CH:3]=[CH:4][C:5]([C:8]2[CH:9]=[N:10][N:11]3[CH2:16][CH2:15][NH:14][CH2:13][C:12]=23)=[CH:6][CH:7]=1. The catalyst class is: 209. (2) Reactant: [CH:1]1([C:4]2[CH:8]=[CH:7][N:6]([CH2:9][C:10]([O:12]CC)=[O:11])[N:5]=2)[CH2:3][CH2:2]1.CCOC(C)=O. Product: [CH:1]1([C:4]2[CH:8]=[CH:7][N:6]([CH2:9][C:10]([OH:12])=[O:11])[N:5]=2)[CH2:2][CH2:3]1. The catalyst class is: 6. (3) Reactant: [NH2:1][C:2]1[CH:7]=[CH:6][C:5]([C:8]2[CH:13]=[CH:12][C:11]([C:14](=[O:22])[CH2:15][C:16]([CH3:21])([CH3:20])[C:17]([OH:19])=[O:18])=[CH:10][CH:9]=2)=[CH:4][CH:3]=1.Br[C:24]1[S:25][C:26]([N+:29]([O-:31])=[O:30])=[CH:27][N:28]=1. Product: [CH3:21][C:16]([CH3:20])([CH2:15][C:14]([C:11]1[CH:12]=[CH:13][C:8]([C:5]2[CH:4]=[CH:3][C:2]([NH:1][C:24]3[S:25][C:26]([N+:29]([O-:31])=[O:30])=[CH:27][N:28]=3)=[CH:7][CH:6]=2)=[CH:9][CH:10]=1)=[O:22])[C:17]([OH:19])=[O:18]. The catalyst class is: 51.